Binary Classification. Given a miRNA mature sequence and a target amino acid sequence, predict their likelihood of interaction. From a dataset of Experimentally validated miRNA-target interactions with 360,000+ pairs, plus equal number of negative samples. (1) The miRNA is hsa-miR-378j with sequence ACUGGAUUUGGAGCCAGAA. The protein sequence of the target gene is MATGGFGCLLLLIREIDLSVKRQI. Result: 1 (interaction). (2) The miRNA is hsa-miR-520f-3p with sequence AAGUGCUUCCUUUUAGAGGGUU. The protein sequence of the target gene is MPVTVTRTTITTTTSSSTTVGSARALTQPLGLLRLLQLISTCVAFSLVASVGAWTGPMGNWAMFTWCFCFAVTLIILIVELGGLQAHFPLSWRNFPITFACYAALFCLSSSIIYPTTYVQFLAHGRTRDHAIAATTFSCVACLAYATEVAWTRARPGEITGYMATVPGLLKVFETFVACIIFAFISEPLLYNQKPALEWCVAVYAICFILAGVTILLNLGDCTNVLPIPFPTFLSGLALLSVLFYATAIVLWPLYQFDQRYQGQPRRSMDPSCTRSISYIQPNTVCFWDRRLAVSILTGI.... Result: 0 (no interaction). (3) The miRNA is hsa-miR-18a-5p with sequence UAAGGUGCAUCUAGUGCAGAUAG. The protein sequence of the target gene is MASGPHSTATAAAAASSAAPSAGGSSSGTTTTTTTTTGGILIGDRLYSEVSLTIDHSLIPEERLSPTPSMQDGLDLPSETDLRILGCELIQAAGILLRLPQVAMATGQVLFHRFFYSKSFVKHSFEIVAMACINLASKIEEAPRRIRDVINVFHHLRQLRGKRTPSPLILDQNYINTKNQVIKAERRVLKELGFCVHVKHPHKIIVMYLQVLECERNQTLVQTAWNYMNDSLRTNVFVRFQPETIACACIYLAARALQIPLPTRPHWFLLFGTTEEEIQEICIETLRLYTRKKPNYELLE.... Result: 1 (interaction).